This data is from Catalyst prediction with 721,799 reactions and 888 catalyst types from USPTO. The task is: Predict which catalyst facilitates the given reaction. (1) Reactant: C[O:2][C:3]1[CH:4]=[C:5]([CH2:9][CH2:10][CH2:11][CH2:12][CH2:13][CH2:14][CH2:15]OC2C=CC=CC=2)[CH:6]=[CH:7][CH:8]=1.B(Br)(Br)[Br:24]. Product: [Br:24][CH2:15][CH2:14][CH2:13][CH2:12][CH2:11][CH2:10][CH2:9][C:5]1[CH:6]=[CH:7][CH:8]=[C:3]([OH:2])[CH:4]=1. The catalyst class is: 2. (2) Reactant: [C:1](Cl)(=[O:3])[CH3:2].[OH:5][CH2:6][C:7]1[C:8]2[N:9]([N:13]=[C:14]([C:16](O)=[O:17])[CH:15]=2)[CH:10]=[CH:11][CH:12]=1.C([O-])(O)=O.[Na+]. Product: [CH2:1]([O:3][C:16]([C:14]1[CH:15]=[C:8]2[C:7]([CH2:6][OH:5])=[CH:12][CH:11]=[CH:10][N:9]2[N:13]=1)=[O:17])[CH3:2]. The catalyst class is: 8. (3) The catalyst class is: 17. Product: [C:19]([C:5]1[C:6]([CH3:18])=[C:7]([C:2]([NH:1][S:30]([C:24]2[CH:29]=[CH:28][CH:27]=[CH:26][CH:25]=2)(=[O:32])=[O:31])=[CH:3][CH:4]=1)[C:8]([O:10][CH2:11][C:12]1[CH:13]=[CH:14][CH:15]=[CH:16][CH:17]=1)=[O:9])#[N:20]. Reactant: [NH2:1][C:2]1[C:7]([C:8]([O:10][CH2:11][C:12]2[CH:17]=[CH:16][CH:15]=[CH:14][CH:13]=2)=[O:9])=[C:6]([CH3:18])[C:5]([C:19]#[N:20])=[CH:4][CH:3]=1.ClCCl.[C:24]1([S:30](Cl)(=[O:32])=[O:31])[CH:29]=[CH:28][CH:27]=[CH:26][CH:25]=1. (4) Reactant: [H-].C([Al+]CC(C)C)C(C)C.[CH2:11]([N:18]([CH3:30])[S:19]([C:22]1[CH:27]=[CH:26][CH:25]=[C:24]([C:28]#N)[CH:23]=1)(=[O:21])=[O:20])[C:12]1[CH:17]=[CH:16][CH:15]=[CH:14][CH:13]=1.[C@H](O)(C([O-])=O)[C@@H](O)C([O-])=[O:34].[Na+].[K+]. Product: [CH2:11]([N:18]([CH3:30])[S:19]([C:22]1[CH:27]=[CH:26][CH:25]=[C:24]([CH:28]=[O:34])[CH:23]=1)(=[O:21])=[O:20])[C:12]1[CH:17]=[CH:16][CH:15]=[CH:14][CH:13]=1. The catalyst class is: 11. (5) Reactant: [CH3:1][CH:2]1[NH:7][CH2:6][CH2:5][N:4]([C:8]2[C:17]3[C:12](=[CH:13][CH:14]=[CH:15][CH:16]=3)[C:11]([C:18]3[CH:23]=[CH:22][CH:21]=[CH:20][CH:19]=3)=[N:10][N:9]=2)[CH2:3]1.C(N(CC)CC)C.[S:31]1[CH:35]=[CH:34][CH:33]=[C:32]1[C:36](Cl)=[O:37]. Product: [CH3:1][CH:2]1[CH2:3][N:4]([C:8]2[C:17]3[C:12](=[CH:13][CH:14]=[CH:15][CH:16]=3)[C:11]([C:18]3[CH:23]=[CH:22][CH:21]=[CH:20][CH:19]=3)=[N:10][N:9]=2)[CH2:5][CH2:6][N:7]1[C:36]([C:32]1[S:31][CH:35]=[CH:34][CH:33]=1)=[O:37]. The catalyst class is: 96. (6) Reactant: [CH2:1]([N:3]([CH2:10][CH2:11][OH:12])[C:4]1[CH:9]=[CH:8][CH:7]=[CH:6][CH:5]=1)[CH3:2].[S:13](=O)(=[O:16])([OH:15])[OH:14]. Product: [S:13]([OH:16])([O:12][CH2:11][CH2:10][N:3]([CH2:1][CH3:2])[C:4]1[CH:5]=[CH:6][CH:7]=[CH:8][CH:9]=1)(=[O:15])=[O:14]. The catalyst class is: 6. (7) Reactant: [N:1]1[CH:6]=[CH:5][CH:4]=CC=1.[P:7](Cl)(Cl)(Cl)=[O:8].[C:12]([C:16]1[C:17]([CH3:38])([CH3:37])[CH2:18][O:19][C:20]=1[C:21]1[CH:26]=[CH:25][C:24]([C:27]2[CH:31]=[C:30]([C:32]([F:35])([F:34])[F:33])[O:29][N:28]=2)=[C:23]([OH:36])[CH:22]=1)([CH3:15])([CH3:14])[CH3:13].[CH2:39]([C:42]#[N:43])[CH2:40][OH:41].[OH2:44]. Product: [C:42]([CH2:39][CH2:40][O:41][P:7](=[O:8])([O:44][CH2:4][CH2:5][C:6]#[N:1])[O:36][C:23]1[CH:22]=[C:21]([C:20]2[O:19][CH2:18][C:17]([CH3:38])([CH3:37])[C:16]=2[C:12]([CH3:15])([CH3:13])[CH3:14])[CH:26]=[CH:25][C:24]=1[C:27]1[CH:31]=[C:30]([C:32]([F:35])([F:34])[F:33])[O:29][N:28]=1)#[N:43]. The catalyst class is: 4.